From a dataset of Peptide-MHC class I binding affinity with 185,985 pairs from IEDB/IMGT. Regression. Given a peptide amino acid sequence and an MHC pseudo amino acid sequence, predict their binding affinity value. This is MHC class I binding data. (1) The peptide sequence is APIEHIASM. The MHC is HLA-A11:01 with pseudo-sequence HLA-A11:01. The binding affinity (normalized) is 0.0847. (2) The peptide sequence is RVVVQIDPEY. The MHC is HLA-A31:01 with pseudo-sequence HLA-A31:01. The binding affinity (normalized) is 0. (3) The peptide sequence is SLYPPCLFK. The MHC is HLA-C04:01 with pseudo-sequence HLA-C04:01. The binding affinity (normalized) is 0.213. (4) The peptide sequence is LVVISVIFY. The MHC is HLA-A68:01 with pseudo-sequence HLA-A68:01. The binding affinity (normalized) is 0.204. (5) The peptide sequence is KLMPICMDV. The MHC is HLA-B08:01 with pseudo-sequence HLA-B08:01. The binding affinity (normalized) is 0.0847.